From a dataset of Forward reaction prediction with 1.9M reactions from USPTO patents (1976-2016). Predict the product of the given reaction. Given the reactants [OH:1][C:2]1[CH:3]=[C:4]([CH2:8][C:9]([O:11][CH3:12])=[O:10])[CH:5]=[CH:6][CH:7]=1.[Cl:13][CH2:14][CH2:15]O.C1(P(C2C=CC=CC=2)C2C=CC=CC=2)C=CC=CC=1.CC(OC(/N=N/C(OC(C)C)=O)=O)C, predict the reaction product. The product is: [Cl:13][CH2:14][CH2:15][O:1][C:2]1[CH:3]=[C:4]([CH2:8][C:9]([O:11][CH3:12])=[O:10])[CH:5]=[CH:6][CH:7]=1.